The task is: Predict the reactants needed to synthesize the given product.. This data is from Full USPTO retrosynthesis dataset with 1.9M reactions from patents (1976-2016). Given the product [OH:18][CH2:17][CH2:16][N:14]([CH3:15])[C:12]1[CH:11]=[CH:10][C:8]2[CH:9]=[C:4]([C:1](=[C:21]([C:20]#[N:24])[C:22]#[N:23])[CH3:2])[C:5](=[O:19])[O:6][C:7]=2[CH:13]=1, predict the reactants needed to synthesize it. The reactants are: [C:1]([C:4]1[C:5](=[O:19])[O:6][C:7]2[CH:13]=[C:12]([N:14]([CH2:16][CH2:17][OH:18])[CH3:15])[CH:11]=[CH:10][C:8]=2[CH:9]=1)(=O)[CH3:2].[C:20](#[N:24])[CH2:21][C:22]#[N:23].